Predict the reaction yield, written as a fraction of the theoretical maximum amount of product (1.0 means a 100% yield; for example, 0.34 means a 34% yield). From a dataset of Reaction yield outcomes from USPTO patents with 853,638 reactions. (1) The reactants are [NH2:1][C:2]1[CH:3]=[C:4]([N:8]2[CH:12]=[CH:11][N:10]=[CH:9]2)[CH:5]=[CH:6][CH:7]=1.[CH2:13]([O:15][C:16](=[O:25])[CH2:17][C:18](=O)[CH2:19][CH2:20][CH2:21][CH2:22]Cl)[CH3:14].II.[CH:28]1C=CC=CC=1. No catalyst specified. The product is [CH2:13]([O:15][C:16](=[O:25])[CH:17]=[CH:18][CH:19]1[CH2:20][CH2:21][CH2:22][CH2:28][N:1]1[C:2]1[CH:7]=[CH:6][CH:5]=[C:4]([N:8]2[CH:12]=[CH:11][N:10]=[CH:9]2)[CH:3]=1)[CH3:14]. The yield is 0.0800. (2) The reactants are [CH2:1]([N:8]1[N:12]=[C:11]([CH:13]2[CH2:18][CH2:17][N:16]([C:19]3[CH:24]=[CH:23][C:22](/[N:25]=[CH:26]/[C:27]4[O:28][C:29]([N+:32]([O-:34])=[O:33])=[CH:30][CH:31]=4)=[CH:21][CH:20]=3)[CH2:15][CH2:14]2)[O:10][C:9]1=[O:35])[C:2]1[CH:7]=[CH:6][CH:5]=[CH:4][CH:3]=1.C([BH3-])#N.[Na+].C(=O)(O)[O-].[Na+]. The catalyst is CC(O)=O.CO. The product is [CH2:1]([N:8]1[N:12]=[C:11]([CH:13]2[CH2:18][CH2:17][N:16]([C:19]3[CH:24]=[CH:23][C:22]([NH:25][CH2:26][C:27]4[O:28][C:29]([N+:32]([O-:34])=[O:33])=[CH:30][CH:31]=4)=[CH:21][CH:20]=3)[CH2:15][CH2:14]2)[O:10][C:9]1=[O:35])[C:2]1[CH:3]=[CH:4][CH:5]=[CH:6][CH:7]=1. The yield is 0.850.